Dataset: Reaction yield outcomes from USPTO patents with 853,638 reactions. Task: Predict the reaction yield, written as a fraction of the theoretical maximum amount of product (1.0 means a 100% yield; for example, 0.34 means a 34% yield). (1) The reactants are [F:1][C:2]1[CH:3]=[CH:4][C:5]2[N:6]([CH:8]=[C:9]([C:11]([NH:13][C@H:14]3[CH2:19][CH2:18][C@@H:17]([N:20]4[C:25](=[O:26])[C:24]5[CH:27]=[C:28]([F:31])[CH:29]=[N:30][C:23]=5[N:22]([C:32]5[CH:33]=[C:34]([C:38]6[CH:43]=[CH:42][C:41]([CH2:44][CH2:45][CH2:46][OH:47])=[CH:40][CH:39]=6)[CH:35]=[CH:36][CH:37]=5)[C:21]4=[O:48])[CH2:16][CH2:15]3)=[O:12])[N:10]=2)[CH:7]=1.C(N(CC)CC)C.[CH3:56][S:57](Cl)(=[O:59])=[O:58].O. The catalyst is ClCCl. The product is [CH3:56][S:57]([O:47][CH2:46][CH2:45][CH2:44][C:41]1[CH:40]=[CH:39][C:38]([C:34]2[CH:35]=[CH:36][CH:37]=[C:32]([N:22]3[C:23]4[N:30]=[CH:29][C:28]([F:31])=[CH:27][C:24]=4[C:25](=[O:26])[N:20]([C@H:17]4[CH2:18][CH2:19][C@@H:14]([NH:13][C:11]([C:9]5[N:10]=[C:5]6[CH:4]=[CH:3][C:2]([F:1])=[CH:7][N:6]6[CH:8]=5)=[O:12])[CH2:15][CH2:16]4)[C:21]3=[O:48])[CH:33]=2)=[CH:43][CH:42]=1)(=[O:59])=[O:58]. The yield is 0.980. (2) The reactants are Cl[C:2]1[C:3]([NH:9][C:10]2[CH:15]=[CH:14][CH:13]=[CH:12][C:11]=2[O:16][CH3:17])=[N:4][CH:5]=[C:6]([Cl:8])[CH:7]=1.C1(P(C2CCCCC2)C2C=CC=CC=2C2C=CC=CC=2)CCCCC1.CN(C)C(=O)C.C1CCN2C(=NCCC2)CC1. The catalyst is C([O-])(=O)C.[Pd+2].C([O-])(=O)C.C(OCC)(=O)C.CCCCCC. The product is [Cl:8][C:6]1[CH:5]=[N:4][C:3]2[NH:9][C:10]3[C:15]([C:2]=2[CH:7]=1)=[CH:14][CH:13]=[CH:12][C:11]=3[O:16][CH3:17]. The yield is 0.739. (3) The reactants are [Si:1]([O:8][CH2:9][C:10]1[CH:18]=[CH:17][CH:16]=[C:15]2[C:11]=1[CH2:12][CH2:13][NH:14]2)([C:4]([CH3:7])([CH3:6])[CH3:5])([CH3:3])[CH3:2].C(N(CC)CC)C.[C:26](O[C:26]([O:28][C:29]([CH3:32])([CH3:31])[CH3:30])=[O:27])([O:28][C:29]([CH3:32])([CH3:31])[CH3:30])=[O:27]. The catalyst is C(Cl)Cl.CN(C1C=CN=CC=1)C. The product is [Si:1]([O:8][CH2:9][C:10]1[CH:18]=[CH:17][CH:16]=[C:15]2[C:11]=1[CH2:12][CH2:13][N:14]2[C:26]([O:28][C:29]([CH3:32])([CH3:31])[CH3:30])=[O:27])([C:4]([CH3:7])([CH3:6])[CH3:5])([CH3:3])[CH3:2]. The yield is 0.810. (4) The reactants are [Br:1][C:2]1[CH:9]=[CH:8][C:5]([CH:6]=O)=[CH:4][CH:3]=1.Cl.[NH2:11][CH2:12][CH2:13][SH:14]. The catalyst is CCO.O. The product is [Br:1][C:2]1[CH:9]=[CH:8][C:5]([CH:6]2[NH:11][CH2:12][CH2:13][S:14]2)=[CH:4][CH:3]=1. The yield is 0.680.